From a dataset of Reaction yield outcomes from USPTO patents with 853,638 reactions. Predict the reaction yield, written as a fraction of the theoretical maximum amount of product (1.0 means a 100% yield; for example, 0.34 means a 34% yield). (1) The reactants are [Cl:1][C:2]1[CH:7]=[CH:6][C:5]([C:8]([C:10]2[CH:19]=[CH:18][CH:17]=[CH:16][C:11]=2[C:12]([O:14]C)=[O:13])=[CH2:9])=[CH:4][C:3]=1[N+:20]([O-:22])=[O:21]. The catalyst is CO.[OH-].[Na+]. The product is [Cl:1][C:2]1[CH:7]=[CH:6][C:5]([C:8]([C:10]2[CH:19]=[CH:18][CH:17]=[CH:16][C:11]=2[C:12]([OH:14])=[O:13])=[CH2:9])=[CH:4][C:3]=1[N+:20]([O-:22])=[O:21]. The yield is 0.900. (2) The reactants are C([C:3]1[CH:8]=[CH:7][C:6]([S:9]([F:14])([F:13])([F:12])([F:11])[F:10])=[CH:5][C:4]=1C)#N.[OH-:16].[Na+].[CH2:18]([OH:21])[CH2:19]O. The catalyst is O. The product is [CH3:3][C:4]1[CH:5]=[C:6]([S:9]([F:14])([F:13])([F:12])([F:11])[F:10])[CH:7]=[CH:8][C:19]=1[C:18]([OH:21])=[O:16]. The yield is 0.930. (3) The product is [CH3:19][C:17]1([CH3:18])[CH2:16][C:15]2[C:10](=[CH:11][CH:12]=[C:13]([C:20]([OH:22])=[O:21])[CH:14]=2)[NH:9][CH:8]1[C:5]1[CH:4]=[CH:3][C:2]([NH:1][S:30]([C:27]2[CH:28]=[CH:29][C:24]([CH3:23])=[CH:25][CH:26]=2)(=[O:32])=[O:31])=[CH:7][CH:6]=1. The catalyst is N1C=CC=CC=1. The yield is 0.690. The reactants are [NH2:1][C:2]1[CH:7]=[CH:6][C:5]([CH:8]2[C:17]([CH3:19])([CH3:18])[CH2:16][C:15]3[C:10](=[CH:11][CH:12]=[C:13]([C:20]([OH:22])=[O:21])[CH:14]=3)[NH:9]2)=[CH:4][CH:3]=1.[CH3:23][C:24]1[CH:29]=[CH:28][C:27]([S:30](Cl)(=[O:32])=[O:31])=[CH:26][CH:25]=1. (4) The product is [CH3:20][C:19](=[CH2:18])[CH2:21][O:1][C:2]1[CH:7]=[CH:6][C:5]([C:8](=[O:10])[CH3:9])=[CH:4][CH:3]=1. The yield is 0.900. The reactants are [OH:1][C:2]1[CH:7]=[CH:6][C:5]([C:8](=[O:10])[CH3:9])=[CH:4][CH:3]=1.C(=O)([O-])[O-].[K+].[K+].Cl[CH2:18][C:19]([CH3:21])=[CH2:20]. The catalyst is CC(C)=O.[I-].C([N+](CCCC)(CCCC)CCCC)CCC. (5) The reactants are [BH4-].[Na+].[CH3:3][O:4][C:5]([C:7]1([C:10]2[CH:11]=[C:12]3[C:17](=[CH:18][CH:19]=2)[O:16][CH2:15][CH2:14][C:13]3=O)[CH2:9][CH2:8]1)=[O:6]. The catalyst is FC(F)(F)C(O)=O. The product is [CH3:3][O:4][C:5]([C:7]1([C:10]2[CH:11]=[C:12]3[C:17](=[CH:18][CH:19]=2)[O:16][CH2:15][CH2:14][CH2:13]3)[CH2:8][CH2:9]1)=[O:6]. The yield is 0.920.